Dataset: Reaction yield outcomes from USPTO patents with 853,638 reactions. Task: Predict the reaction yield, written as a fraction of the theoretical maximum amount of product (1.0 means a 100% yield; for example, 0.34 means a 34% yield). (1) The reactants are [N:1]1[CH:6]=[CH:5][CH:4]=[C:3]([S:7](Cl)(=[O:9])=[O:8])[CH:2]=1.[NH2:11][C:12]1[CH:13]=[CH:14][CH:15]=[C:16]2[C:20]=1[N:19](COC)[C:18]([C:24]([O:26]CC)=[O:25])=[CH:17]2.[C:29](=O)([O-])[O-].[K+].[K+].CI. The catalyst is CN(C)C=O.C(OCC)(=O)C.[Cl-].[Na+].O.N1C=CC=CC=1. The product is [CH3:29][N:11]([S:7]([C:3]1[CH:2]=[N:1][CH:6]=[CH:5][CH:4]=1)(=[O:9])=[O:8])[C:12]1[CH:13]=[CH:14][CH:15]=[C:16]2[C:20]=1[NH:19][C:18]([C:24]([OH:26])=[O:25])=[CH:17]2. The yield is 0.370. (2) The reactants are O.[OH-].[Li+].O.C([O:7][C:8]([C:10]1[CH:11]=[N:12][N:13]([C:15]2[NH:24][C:23](=[O:25])[C:22]3[C:17](=[CH:18][C:19]4[CH2:28][CH2:27][CH2:26][C:20]=4[CH:21]=3)[N:16]=2)[CH:14]=1)=[O:9])C.C([O:31][C:32]([C:34]1[CH:35]=[N:36][N:37]([C:39]2[NH:48][C:47](=[O:49])[C:46]3[C:45]4[CH2:50][CH2:51][CH2:52][C:44]=4[CH:43]=[CH:42][C:41]=3[N:40]=2)[CH:38]=1)=[O:33])C. The catalyst is C1COCC1. The product is [O:25]=[C:23]1[C:22]2[C:21]3[CH2:20][CH2:26][CH2:27][C:28]=3[CH:19]=[CH:18][C:17]=2[N:16]=[C:15]([N:13]2[CH:14]=[C:10]([C:8]([OH:7])=[O:9])[CH:11]=[N:12]2)[NH:24]1.[O:49]=[C:47]1[C:46]2[C:41](=[CH:42][C:43]3[CH2:44][CH2:52][CH2:51][C:50]=3[CH:45]=2)[N:40]=[C:39]([N:37]2[CH:38]=[C:34]([C:32]([OH:31])=[O:33])[CH:35]=[N:36]2)[NH:48]1. The yield is 0.980. (3) The reactants are C(CCC1C(CCCCCCOC2C=C(C3C=CC(F)=C(F)C=3)C=C(C(=O)N(C)C)C=2)=CC=CC=1OCCCC(O)=O)(O)=O.C([O:47][C:48](=[O:100])[CH2:49][CH2:50][CH2:51][O:52][C:53]1[CH:58]=[CH:57][CH:56]=[C:55]([CH2:59][CH2:60][CH2:61][CH2:62][CH2:63][CH2:64][O:65][C:66]2[CH:67]=[C:68]([C:86]3[CH:91]=[CH:90][CH:89]=[CH:88][C:87]=3[F:92])[CH:69]=[C:70]([C:72](=[O:85])[NH:73][CH2:74][C:75]3[CH:80]=[CH:79][CH:78]=[CH:77][C:76]=3[O:81][CH:82]([F:84])[F:83])[CH:71]=2)[C:54]=1[CH2:93][CH2:94][C:95]([O:97]CC)=[O:96])C.[OH-].[Na+]. The catalyst is C1COCC1.CCO. The product is [C:95]([CH2:94][CH2:93][C:54]1[C:55]([CH2:59][CH2:60][CH2:61][CH2:62][CH2:63][CH2:64][O:65][C:66]2[CH:67]=[C:68]([C:86]3[CH:91]=[CH:90][CH:89]=[CH:88][C:87]=3[F:92])[CH:69]=[C:70]([C:72](=[O:85])[NH:73][CH2:74][C:75]3[CH:80]=[CH:79][CH:78]=[CH:77][C:76]=3[O:81][CH:82]([F:83])[F:84])[CH:71]=2)=[CH:56][CH:57]=[CH:58][C:53]=1[O:52][CH2:51][CH2:50][CH2:49][C:48]([OH:100])=[O:47])([OH:97])=[O:96]. The yield is 0.910. (4) The reactants are [C@H:1]12[CH2:7][C@H:4]([NH:5][CH2:6]1)[CH2:3][N:2]2[CH2:8][C:9]1[CH:10]=[C:11]([C:15]2[C:20]([CH3:21])=[CH:19][CH:18]=[C:17]([CH2:22][NH:23][C:24]([C:26]3[CH:31]=[CH:30][CH:29]=[C:28]([C:32]([NH:34][CH2:35][C:36]4[C:37]([NH:49][CH:50]5[CH2:55][CH2:54][O:53][CH2:52][CH2:51]5)=[C:38]5[CH:46]=[N:45][N:44]([CH2:47][CH3:48])[C:39]5=[N:40][C:41]=4[CH2:42][CH3:43])=[O:33])[N:27]=3)=[O:25])[CH:16]=2)[CH:12]=[CH:13][CH:14]=1.[ClH:56]. The catalyst is C(O)C. The product is [ClH:56].[C@H:1]12[CH2:7][C@H:4]([NH:5][CH2:6]1)[CH2:3][N:2]2[CH2:8][C:9]1[CH:10]=[C:11]([C:15]2[C:20]([CH3:21])=[CH:19][CH:18]=[C:17]([CH2:22][NH:23][C:24]([C:26]3[CH:31]=[CH:30][CH:29]=[C:28]([C:32]([NH:34][CH2:35][C:36]4[C:37]([NH:49][CH:50]5[CH2:55][CH2:54][O:53][CH2:52][CH2:51]5)=[C:38]5[CH:46]=[N:45][N:44]([CH2:47][CH3:48])[C:39]5=[N:40][C:41]=4[CH2:42][CH3:43])=[O:33])[N:27]=3)=[O:25])[CH:16]=2)[CH:12]=[CH:13][CH:14]=1. The yield is 0.990. (5) The reactants are [O:1]=[C:2]1[NH:8][C:7]2[CH:9]=[CH:10][CH:11]=[CH:12][C:6]=2[O:5][C@H:4]([C:13]2[CH:18]=[CH:17][CH:16]=[CH:15][CH:14]=2)[C@@H:3]1[NH:19][C:20](=[O:26])[O:21][C:22]([CH3:25])([CH3:24])[CH3:23].[CH2:27](Br)[C:28]#[CH:29].C(=O)([O-])[O-].[Cs+].[Cs+]. The catalyst is CN(C=O)C.O. The product is [O:1]=[C:2]1[N:8]([CH2:29][C:28]#[CH:27])[C:7]2[CH:9]=[CH:10][CH:11]=[CH:12][C:6]=2[O:5][C@H:4]([C:13]2[CH:18]=[CH:17][CH:16]=[CH:15][CH:14]=2)[C@@H:3]1[NH:19][C:20](=[O:26])[O:21][C:22]([CH3:23])([CH3:25])[CH3:24]. The yield is 0.800. (6) The reactants are Cl[C:2]1[C:3]([O:11][CH3:12])=[C:4]([CH:8]=[CH:9][CH:10]=1)[C:5]([OH:7])=[O:6].[ClH:13].N([O-])=O.[Na+].[Cu]([C:21]#[N:22])C#N.[C-]#N.[Na+]. The catalyst is O.C(OCC)(=O)C. The product is [Cl:13][C:9]1[C:10]([C:21]#[N:22])=[CH:2][C:3]([O:11][CH3:12])=[C:4]([CH:8]=1)[C:5]([OH:7])=[O:6]. The yield is 0.620.